From a dataset of Catalyst prediction with 721,799 reactions and 888 catalyst types from USPTO. Predict which catalyst facilitates the given reaction. (1) Reactant: [O:1]=[C:2]1[CH:7]=[C:6]([C:8](OC)=[O:9])[CH:5]=[CH:4][NH:3]1.[H-].C([Al+]CC(C)C)C(C)C.CO.O. Product: [OH:9][CH2:8][C:6]1[CH:5]=[CH:4][NH:3][C:2](=[O:1])[CH:7]=1. The catalyst class is: 1. (2) Reactant: [CH3:1][S:2][C:3](=[NH:5])[NH2:4].[OH-].[Na+].[CH3:8][C:9]([O:12][C:13](O[C:13]([O:12][C:9]([CH3:11])([CH3:10])[CH3:8])=[O:14])=[O:14])([CH3:11])[CH3:10].O. Product: [C:13]([NH:5][C:3](=[NH:4])[S:2][CH3:1])([O:12][C:9]([CH3:11])([CH3:10])[CH3:8])=[O:14]. The catalyst class is: 2. (3) Reactant: [CH:1]1([C:4]2[CH:9]=[CH:8][C:7]([CH2:10][OH:11])=[CH:6][CH:5]=2)[CH2:3][CH2:2]1.[I:12][C:13]1[CH:18]=[CH:17][C:16](O)=[C:15]([O:20][CH3:21])[CH:14]=1.C1(P(C2C=CC=CC=2)C2C=CC=CC=2)C=CC=CC=1.N(C(OC(C)C)=O)=NC(OC(C)C)=O. Product: [CH:1]1([C:4]2[CH:5]=[CH:6][C:7]([CH2:10][O:11][C:16]3[CH:17]=[CH:18][C:13]([I:12])=[CH:14][C:15]=3[O:20][CH3:21])=[CH:8][CH:9]=2)[CH2:3][CH2:2]1. The catalyst class is: 7. (4) Reactant: [F:1][C:2]1[CH:11]=[C:10]2[C:5]([CH2:6][CH2:7][C:8](=[O:12])[NH:9]2)=[CH:4][CH:3]=1.[CH3:13]C(C)([O-])C.[K+].CI.Cl. Product: [F:1][C:2]1[CH:11]=[C:10]2[C:5]([CH2:6][CH2:7][C:8](=[O:12])[N:9]2[CH3:13])=[CH:4][CH:3]=1. The catalyst class is: 31. (5) Reactant: [C:1]([C:5]1[CH:50]=[CH:49][C:8]2[N:9]([CH2:41][O:42][CH2:43][CH2:44][Si:45]([CH3:48])([CH3:47])[CH3:46])[C:10]([CH2:12][CH2:13][CH2:14][CH2:15][NH:16][CH2:17][C@@H:18]3[C@H:22]4[O:23][C:24]([CH3:27])([CH3:26])[O:25][C@H:21]4[C@H:20]([N:28]4[C:32]5[N:33]=[CH:34][N:35]=[C:36]([NH:37][CH:38]6[CH2:40][CH2:39]6)[C:31]=5[CH:30]=[CH:29]4)[CH2:19]3)=[N:11][C:7]=2[CH:6]=1)([CH3:4])([CH3:3])[CH3:2].CCN(CC)CC.[CH3:58][S:59](Cl)(=[O:61])=[O:60]. Product: [CH:38]1([NH:37][C:36]2[C:31]3[CH:30]=[CH:29][N:28]([C@H:20]4[C@@H:21]5[O:25][C:24]([CH3:27])([CH3:26])[O:23][C@@H:22]5[C@@H:18]([CH2:17][N:16]([CH2:15][CH2:14][CH2:13][CH2:12][C:10]5[N:9]([CH2:41][O:42][CH2:43][CH2:44][Si:45]([CH3:48])([CH3:47])[CH3:46])[C:8]6[CH:49]=[CH:50][C:5]([C:1]([CH3:2])([CH3:3])[CH3:4])=[CH:6][C:7]=6[N:11]=5)[S:59]([CH3:58])(=[O:61])=[O:60])[CH2:19]4)[C:32]=3[N:33]=[CH:34][N:35]=2)[CH2:40][CH2:39]1. The catalyst class is: 2. (6) Reactant: [C:1]1([CH3:11])[CH:6]=[C:5]([CH3:7])[CH:4]=[C:3]([CH3:8])[C:2]=1[CH2:9]S.II.[S:14]([O-])([O-])(=O)=[S:15].[Na+].[Na+]. Product: [CH3:11][C:1]1[CH:6]=[C:5]([CH3:7])[CH:4]=[C:3]([CH3:8])[C:2]=1[CH2:9][S:14][S:15][CH2:9][C:2]1[C:3]([CH3:8])=[CH:4][C:5]([CH3:7])=[CH:6][C:1]=1[CH3:11]. The catalyst class is: 5. (7) Reactant: [NH:1]1[C:9]2[C:4](=[N:5][CH:6]=[CH:7][CH:8]=2)[CH:3]=[CH:2]1.O. Product: [NH:1]1[C:9]2[C:4](=[N:5][CH:6]=[CH:7][CH:8]=2)[CH2:3][CH2:2]1. The catalyst class is: 1. (8) Reactant: [CH3:1][O:2][C:3]1[C:13]([N+:14]([O-:16])=[O:15])=[CH:12][C:6]2[CH2:7][CH2:8][NH:9][CH2:10][CH2:11][C:5]=2[CH:4]=1.Cl[CH2:18][C:19]([N:21]([CH3:23])[CH3:22])=[O:20].[I-].[K+].C(=O)([O-])[O-].[Cs+].[Cs+]. Product: [CH3:1][O:2][C:3]1[C:13]([N+:14]([O-:16])=[O:15])=[CH:12][C:6]2[CH2:7][CH2:8][N:9]([CH2:18][C:19]([N:21]([CH3:23])[CH3:22])=[O:20])[CH2:10][CH2:11][C:5]=2[CH:4]=1. The catalyst class is: 10. (9) Reactant: [C:1]1([CH2:7][C:8]([N:10]2[CH2:15][CH2:14][CH:13]([CH2:16][N:17]3[C:25]4[C:20](=[N:21][C:22]([C:26]5[CH:27]=[N:28][N:29](C6CCCCO6)[CH:30]=5)=[CH:23][CH:24]=4)[CH:19]=[CH:18]3)[CH2:12][CH2:11]2)=[O:9])[CH:6]=[CH:5][CH:4]=[CH:3][CH:2]=1.C1(C)C=CC(S(O)(=O)=O)=CC=1.CO.ClCCl. Product: [NH:28]1[CH:27]=[C:26]([C:22]2[N:21]=[C:20]3[CH:19]=[CH:18][N:17]([CH2:16][CH:13]4[CH2:14][CH2:15][N:10]([C:8](=[O:9])[CH2:7][C:1]5[CH:2]=[CH:3][CH:4]=[CH:5][CH:6]=5)[CH2:11][CH2:12]4)[C:25]3=[CH:24][CH:23]=2)[CH:30]=[N:29]1. The catalyst class is: 5. (10) Reactant: P(Br)(Br)[Br:2].CN(C)[CH:7]=[O:8].[F:10][C:11]1[CH:20]=[C:19]([F:21])[CH:18]=[C:17]2[C:12]=1[CH2:13][CH2:14][C:15](=O)[CH2:16]2.C(=O)(O)[O-].[Na+]. Product: [Br:2][C:15]1[CH2:14][CH2:13][C:12]2[C:17](=[CH:18][C:19]([F:21])=[CH:20][C:11]=2[F:10])[C:16]=1[CH:7]=[O:8]. The catalyst class is: 22.